Task: Regression/Classification. Given a drug SMILES string, predict its absorption, distribution, metabolism, or excretion properties. Task type varies by dataset: regression for continuous measurements (e.g., permeability, clearance, half-life) or binary classification for categorical outcomes (e.g., BBB penetration, CYP inhibition). Dataset: cyp3a4_veith.. Dataset: CYP3A4 inhibition data for predicting drug metabolism from PubChem BioAssay The compound is CCCOc1ccc(Cn2c(C)nc([N+](=O)[O-])c2SCC(O)COC)cc1[N+](=O)[O-]. The result is 1 (inhibitor).